Dataset: Forward reaction prediction with 1.9M reactions from USPTO patents (1976-2016). Task: Predict the product of the given reaction. (1) Given the reactants C(Cl)(=O)C(Cl)=O.CS(C)=O.[C:11]([O:15][C:16]([NH:18][C@:19]([CH3:26])([C:22]([O:24][CH3:25])=[O:23])[CH2:20][OH:21])=[O:17])([CH3:14])([CH3:13])[CH3:12].CCN(CC)CC, predict the reaction product. The product is: [C:11]([O:15][C:16]([NH:18][C:19]([CH3:26])([CH:20]=[O:21])[C:22]([O:24][CH3:25])=[O:23])=[O:17])([CH3:14])([CH3:13])[CH3:12]. (2) Given the reactants Br[C:2]1[CH:3]=[C:4]([C:8]2[N:13]([CH2:14][C:15]3[CH:20]=[CH:19][C:18]([CH3:21])=[CH:17][C:16]=3[CH3:22])[C:12](=[O:23])[C:11]([C:24]#[N:25])=[C:10]([C:26]([F:29])([F:28])[F:27])[CH:9]=2)[CH:5]=[CH:6][CH:7]=1.[CH2:30]([O:32][C:33]([C:35]1[NH:36][C:37]2[C:42]([CH:43]=1)=[CH:41][CH:40]=[C:39]([OH:44])[CH:38]=2)=[O:34])[CH3:31].P([O-])([O-])([O-])=O.[K+].[K+].[K+].C(P(C(C)(C)C)C1C=CC=CC=1C1C=CC=CC=1)(C)(C)C, predict the reaction product. The product is: [C:24]([C:11]1[C:12](=[O:23])[N:13]([CH2:14][C:15]2[CH:20]=[CH:19][C:18]([CH3:21])=[CH:17][C:16]=2[CH3:22])[C:8]([C:4]2[CH:3]=[C:2]([O:44][C:39]3[CH:38]=[C:37]4[C:42]([CH:43]=[C:35]([C:33]([O:32][CH2:30][CH3:31])=[O:34])[NH:36]4)=[CH:41][CH:40]=3)[CH:7]=[CH:6][CH:5]=2)=[CH:9][C:10]=1[C:26]([F:27])([F:28])[F:29])#[N:25]. (3) Given the reactants C(OC([NH:8][CH2:9][CH2:10][CH2:11][N:12]1[C:16]2[CH:17]=[CH:18][C:19]([C:21]([OH:23])=O)=[CH:20][C:15]=2[N:14]=[CH:13]1)=O)(C)(C)C.[NH2:24][C:25]1[S:26][C:27]2[CH:33]=[CH:32][CH:31]=[CH:30][C:28]=2[N:29]=1, predict the reaction product. The product is: [S:26]1[C:27]2[CH:33]=[CH:32][CH:31]=[CH:30][C:28]=2[N:29]=[C:25]1[NH:24][C:21]([C:19]1[CH:18]=[CH:17][C:16]2[N:12]([CH2:11][CH2:10][CH2:9][NH2:8])[CH:13]=[N:14][C:15]=2[CH:20]=1)=[O:23]. (4) Given the reactants [CH3:1][C:2]1([CH3:9])[O:6][C@@H:5]([CH2:7][OH:8])[CH2:4][O:3]1.[H-].[Na+].I[CH3:13], predict the reaction product. The product is: [CH3:13][O:8][CH2:7][C@H:5]1[CH2:4][O:3][C:2]([CH3:9])([CH3:1])[O:6]1. (5) Given the reactants [N:1]1[CH:6]=[CH:5][CH:4]=[CH:3][C:2]=1[C:7]1[O:8][C:9]2[CH2:14][CH2:13][N:12](C3C=C(C=CC=3)C#N)[CH2:11][C:10]=2[N:23]=1.Br[C:25]1[CH:30]=[C:29]([O:31][CH3:32])[CH:28]=[C:27]([F:33])[CH:26]=1, predict the reaction product. The product is: [F:33][C:27]1[CH:26]=[C:25]([N:12]2[CH2:13][CH2:14][C:9]3[O:8][C:7]([C:2]4[CH:3]=[CH:4][CH:5]=[CH:6][N:1]=4)=[N:23][C:10]=3[CH2:11]2)[CH:30]=[C:29]([O:31][CH3:32])[CH:28]=1. (6) Given the reactants [OH:1][C:2]1[CH:7]=[CH:6][C:5]([C:8]2[CH:9]=[CH:10][C:11]3[C:17](=[O:18])[NH:16][C:15]4[CH:19]=[C:20]([CH2:23][CH2:24][O:25][C:26]5[CH:31]=[CH:30][C:29]([N:32]6[CH2:37][CH2:36][O:35][CH2:34][CH2:33]6)=[CH:28][CH:27]=5)[CH:21]=[CH:22][C:14]=4[NH:13][C:12]=3[CH:38]=2)=[CH:4][C:3]=1[O:39][CH3:40].Cl.Cl[CH2:43][C:44]1[CH:49]=[CH:48][N:47]=[CH:46][CH:45]=1.C([O-])([O-])=O.[K+].[K+], predict the reaction product. The product is: [CH3:40][O:39][C:3]1[CH:4]=[C:5]([C:8]2[CH:9]=[CH:10][C:11]3[C:17](=[O:18])[NH:16][C:15]4[CH:19]=[C:20]([CH2:23][CH2:24][O:25][C:26]5[CH:31]=[CH:30][C:29]([N:32]6[CH2:33][CH2:34][O:35][CH2:36][CH2:37]6)=[CH:28][CH:27]=5)[CH:21]=[CH:22][C:14]=4[NH:13][C:12]=3[CH:38]=2)[CH:6]=[CH:7][C:2]=1[O:1][CH2:43][C:44]1[CH:49]=[CH:48][N:47]=[CH:46][CH:45]=1. (7) Given the reactants P(Br)(Br)([Br:3])=O.[CH3:6][O:7][C:8]1[CH:9]=[C:10]2[C:15](=[CH:16][C:17]=1[O:18][CH3:19])[N:14]=[N:13][CH:12]=[C:11]2O.C(Cl)(Cl)Cl.C([O-])(=O)C.[Na+].C([O-])(O)=O.[Na+], predict the reaction product. The product is: [Br:3][C:11]1[C:10]2[C:15](=[CH:16][C:17]([O:18][CH3:19])=[C:8]([O:7][CH3:6])[CH:9]=2)[N:14]=[N:13][CH:12]=1. (8) Given the reactants [CH:1]1([C:7]2[C:8]3[CH:9]=[CH:10][C:11]([C:33]([O:35]C)=[O:34])=[CH:12][C:13]=3[N:14]3[CH2:22][CH2:21][C:20](=[O:23])[N:19]([CH2:24][CH2:25][N:26]([CH3:28])[CH3:27])[CH2:18][C:17]4[CH:29]=[CH:30][CH:31]=[CH:32][C:16]=4[C:15]=23)[CH2:6][CH2:5][CH2:4][CH2:3][CH2:2]1.B(Br)(Br)Br, predict the reaction product. The product is: [CH:1]1([C:7]2[C:8]3[CH:9]=[CH:10][C:11]([C:33]([OH:35])=[O:34])=[CH:12][C:13]=3[N:14]3[CH2:22][CH2:21][C:20](=[O:23])[N:19]([CH2:24][CH2:25][N:26]([CH3:28])[CH3:27])[CH2:18][C:17]4[CH:29]=[CH:30][CH:31]=[CH:32][C:16]=4[C:15]=23)[CH2:6][CH2:5][CH2:4][CH2:3][CH2:2]1.